This data is from Full USPTO retrosynthesis dataset with 1.9M reactions from patents (1976-2016). The task is: Predict the reactants needed to synthesize the given product. (1) The reactants are: [CH3:1][O:2][C:3]1[CH:12]=[C:11]([O:13][CH3:14])[CH:10]=[C:9]2[C:4]=1[C:5]([O:15][C:16]1[CH:21]=[CH:20][C:19]([NH2:22])=[CH:18][CH:17]=1)=[CH:6][CH:7]=[N:8]2.[F:23][C:24]1[CH:29]=[CH:28][C:27]([N:30]2[C:35](=[O:36])[C:34]([C:37](O)=[O:38])=[CH:33][N:32]([CH2:40][CH3:41])[C:31]2=[O:42])=[CH:26][CH:25]=1. Given the product [CH3:1][O:2][C:3]1[CH:12]=[C:11]([O:13][CH3:14])[CH:10]=[C:9]2[C:4]=1[C:5]([O:15][C:16]1[CH:21]=[CH:20][C:19]([NH:22][C:37]([C:34]3[C:35](=[O:36])[N:30]([C:27]4[CH:28]=[CH:29][C:24]([F:23])=[CH:25][CH:26]=4)[C:31](=[O:42])[N:32]([CH2:40][CH3:41])[CH:33]=3)=[O:38])=[CH:18][CH:17]=1)=[CH:6][CH:7]=[N:8]2, predict the reactants needed to synthesize it. (2) Given the product [NH2:7][C@H:8]1[CH2:13][C@@H:12]([C:14]2[CH:19]=[CH:18][CH:17]=[CH:16][CH:15]=2)[C@@H:11]([CH3:21])[N:10]([CH2:22][C:23]([F:24])([F:25])[F:26])[C:9]1=[O:27], predict the reactants needed to synthesize it. The reactants are: C(OC(=O)[NH:7][C@H:8]1[CH2:13][C@@H:12]([C:14]2[CH:19]=[CH:18][CH:17]=[C:16](Cl)[CH:15]=2)[C@@H:11]([CH3:21])[N:10]([CH2:22][C:23]([F:26])([F:25])[F:24])[C:9]1=[O:27])(C)(C)C. (3) Given the product [NH2:1][C:4]1[C:5]([O:19][CH3:20])=[C:6]([C:11]2[S:15][C:14]([C:16]([OH:18])=[O:17])=[CH:13][CH:12]=2)[CH:7]=[C:8]([CH3:10])[CH:9]=1, predict the reactants needed to synthesize it. The reactants are: [N+:1]([C:4]1[C:5]([O:19][CH3:20])=[C:6]([C:11]2[S:15][C:14]([C:16]([OH:18])=[O:17])=[CH:13][CH:12]=2)[CH:7]=[C:8]([CH3:10])[CH:9]=1)([O-])=O.C([O-])=O.[NH4+]. (4) Given the product [F:19][C:13]1[C:14]2[C:9](=[C:8]([N+:5]([O-:7])=[O:6])[CH:17]=[CH:16][CH:15]=2)[CH:10]=[CH:11][CH:12]=1, predict the reactants needed to synthesize it. The reactants are: N([O-])=O.[Na+].[N+:5]([C:8]1[CH:17]=[CH:16][CH:15]=[C:14]2[C:9]=1[CH:10]=[CH:11][CH:12]=[C:13]2N)([O-:7])=[O:6].[F:19][P-](F)(F)(F)(F)F.[H+]. (5) Given the product [C:1]([O:4][C:5]1[CH:6]=[C:7]([C:11]23[O:40][O:39][C:12]2([C:18]([CH3:36])([CH3:37])[CH2:19][O:20][CH2:21][CH2:22][CH2:23][CH2:24][CH2:25][CH2:26][CH2:27][CH2:28][CH2:29][CH2:30][C:31]([O:33][CH2:34][CH3:35])=[O:32])[C:13]([CH3:16])([CH3:17])[CH2:14][O:15]3)[CH:8]=[CH:9][CH:10]=1)(=[O:3])[CH3:2], predict the reactants needed to synthesize it. The reactants are: [C:1]([O:4][C:5]1[CH:6]=[C:7]([C:11]2[O:15][CH2:14][C:13]([CH3:17])([CH3:16])[C:12]=2[C:18]([CH3:37])([CH3:36])[CH2:19][O:20][CH2:21][CH2:22][CH2:23][CH2:24][CH2:25][CH2:26][CH2:27][CH2:28][CH2:29][CH2:30][C:31]([O:33][CH2:34][CH3:35])=[O:32])[CH:8]=[CH:9][CH:10]=1)(=[O:3])[CH3:2].[Na].[O:39]=[O:40]. (6) The reactants are: Br[C:2]1[CH:7]=[CH:6][C:5]([Br:8])=[CH:4][N:3]=1.[Li]CCCC.CN([CH:17]=[O:18])C.[NH4+].[Cl-]. Given the product [Br:8][C:5]1[CH:6]=[CH:7][C:2]([CH:17]=[O:18])=[N:3][CH:4]=1, predict the reactants needed to synthesize it.